This data is from Catalyst prediction with 721,799 reactions and 888 catalyst types from USPTO. The task is: Predict which catalyst facilitates the given reaction. (1) Reactant: [C:1]([O:5][C:6]([N:8]1[CH2:12][C@H:11]([OH:13])[CH2:10][C@H:9]1[C:14]([N:16]1[CH2:20][CH2:19][S:18][CH2:17]1)=[O:15])=[O:7])([CH3:4])([CH3:3])[CH3:2].C(N(CC)CC)C.[CH3:28][S:29](Cl)(=[O:31])=[O:30]. Product: [C:1]([O:5][C:6]([N:8]1[CH2:12][C@H:11]([O:13][S:29]([CH3:28])(=[O:31])=[O:30])[CH2:10][C@H:9]1[C:14]([N:16]1[CH2:20][CH2:19][S:18][CH2:17]1)=[O:15])=[O:7])([CH3:4])([CH3:2])[CH3:3]. The catalyst class is: 1. (2) Reactant: [Cl:1][C:2]1[C:18]2[C:6](=[C:7]([CH3:21])[C:8]3[NH:9][C:10]4[CH:11]=[CH:12][C:13]([O:19]C)=[CH:14][C:15]=4[C:16]=3[CH:17]=2)[CH:5]=[CH:4][N:3]=1.Cl. Product: [Cl:1][C:2]1[C:18]2[C:6](=[C:7]([CH3:21])[C:8]3[NH:9][C:10]4[CH:11]=[CH:12][C:13]([OH:19])=[CH:14][C:15]=4[C:16]=3[CH:17]=2)[CH:5]=[CH:4][N:3]=1. The catalyst class is: 572. (3) Reactant: [CH2:1]([C:4]1[C:8]([CH2:9][CH2:10][CH2:11][OH:12])=[CH:7][N:6]([C:13]2[CH:18]=[CH:17][C:16]([C:19]([F:22])([F:21])[F:20])=[CH:15][N:14]=2)[N:5]=1)[CH2:2][CH3:3].O[C:24]1[CH:25]=[C:26]([CH2:32][C:33]([O:35]C)=[O:34])[CH:27]=[CH:28][C:29]=1[O:30][CH3:31].C(P(CCCC)CCCC)CCC.N(C(N1CCCCC1)=O)=NC(N1CCCCC1)=O. Product: [CH3:31][O:30][C:29]1[CH:24]=[CH:25][C:26]([CH2:32][C:33]([OH:35])=[O:34])=[CH:27][C:28]=1[O:12][CH2:11][CH2:10][CH2:9][C:8]1[C:4]([CH2:1][CH2:2][CH3:3])=[N:5][N:6]([C:13]2[CH:18]=[CH:17][C:16]([C:19]([F:21])([F:20])[F:22])=[CH:15][N:14]=2)[CH:7]=1. The catalyst class is: 7. (4) Reactant: [Cl:1][C:2]1[CH:3]=[C:4]([C:8]2([C:13]3[CH:14]=[C:15]([CH:18]=[O:19])[S:16][CH:17]=3)[CH2:12][CH2:11][CH2:10][NH:9]2)[CH:5]=[CH:6][CH:7]=1.[CH3:20][C:21]([O:24][C:25](O[C:25]([O:24][C:21]([CH3:23])([CH3:22])[CH3:20])=[O:26])=[O:26])([CH3:23])[CH3:22]. Product: [Cl:1][C:2]1[CH:3]=[C:4]([C:8]2([C:13]3[CH:14]=[C:15]([CH:18]=[O:19])[S:16][CH:17]=3)[CH2:12][CH2:11][CH2:10][N:9]2[C:25]([O:24][C:21]([CH3:23])([CH3:22])[CH3:20])=[O:26])[CH:5]=[CH:6][CH:7]=1. The catalyst class is: 2. (5) Reactant: I[C:2]1[CH:3]=[C:4]([CH:30]=[CH:31][CH:32]=1)[C:5]([NH:7][C:8]1[CH:13]=[CH:12][C:11]([O:14][C:15]2[C:20]([C:21]3[CH:26]=[CH:25][N:24]=[C:23]([NH:27][CH3:28])[N:22]=3)=[CH:19][CH:18]=[CH:17][N:16]=2)=[C:10]([CH3:29])[CH:9]=1)=[O:6].[O:33]1[CH:37]=[CH:36][C:35](B(O)O)=[CH:34]1.C(=O)([O-])[O-].[Na+].[Na+].O1CCOCC1. Product: [O:33]1[CH:37]=[CH:36][C:35]([C:2]2[CH:3]=[C:4]([CH:30]=[CH:31][CH:32]=2)[C:5]([NH:7][C:8]2[CH:13]=[CH:12][C:11]([O:14][C:15]3[C:20]([C:21]4[CH:26]=[CH:25][N:24]=[C:23]([NH:27][CH3:28])[N:22]=4)=[CH:19][CH:18]=[CH:17][N:16]=3)=[C:10]([CH3:29])[CH:9]=2)=[O:6])=[CH:34]1. The catalyst class is: 69. (6) Product: [C:2]([C:3]1[CH:7]=[C:28]([CH:6]=[CH:5][CH:4]=1)[C:27]([NH:22][C:19]1[CH:18]=[CH:17][C:16]([N:9]2[C:10]([C:12]([F:15])([F:13])[F:14])=[CH:11][C:7]([C:3]3[CH:2]=[N:1][CH:6]=[CH:5][CH:4]=3)=[N:8]2)=[CH:21][N:20]=1)=[O:26])#[N:1]. Reactant: [N:1]1[CH:6]=[CH:5][CH:4]=[C:3]([C:7]2[CH:11]=[C:10]([C:12]([F:15])([F:14])[F:13])[N:9]([C:16]3[CH:17]=[CH:18][C:19]([NH2:22])=[N:20][CH:21]=3)[N:8]=2)[CH:2]=1.C([O:26][CH2:27][CH3:28])(=O)C. The catalyst class is: 17. (7) The catalyst class is: 17. Product: [CH:8]1[C:9]2[C:14](=[CH:13][CH:12]=[CH:11][CH:10]=2)[CH:15]=[CH:16][C:7]=1[C:5]1[N:6]=[C:2]([NH:1][C:26]([C:17]2[CH2:22][CH2:21][CH2:20][CH2:19][C:18]=2[C:23]([OH:25])=[O:24])=[O:27])[S:3][CH:4]=1. Reactant: [NH2:1][C:2]1[S:3][CH:4]=[C:5]([C:7]2[CH:16]=[CH:15][C:14]3[C:9](=[CH:10][CH:11]=[CH:12][CH:13]=3)[CH:8]=2)[N:6]=1.[C:17]12[C:26](=[O:27])[O:25][C:23](=[O:24])[C:18]=1[CH2:19][CH2:20][CH2:21][CH2:22]2.